From a dataset of Rat liver microsome stability data. Regression/Classification. Given a drug SMILES string, predict its absorption, distribution, metabolism, or excretion properties. Task type varies by dataset: regression for continuous measurements (e.g., permeability, clearance, half-life) or binary classification for categorical outcomes (e.g., BBB penetration, CYP inhibition). Dataset: rlm. (1) The drug is N#Cc1ccccc1C(NC(=O)COc1ccccc1)c1cc(Cl)c2cccnc2c1O. The result is 1 (stable in rat liver microsomes). (2) The drug is Cc1ccc(C(=O)[C@H]2CC[C@@H](C(=O)Nc3ccc(S(=O)(=O)Nc4nccs4)cc3)C2)cc1C. The result is 1 (stable in rat liver microsomes). (3) The drug is CCOc1ccccc1C(=O)Nc1ccncc1C(=O)Nc1cccc(S(=O)(=O)C(F)(F)F)c1. The result is 0 (unstable in rat liver microsomes). (4) The drug is CC(C)(CO)NC(=O)c1nn(-c2ccc(F)cc2F)c2c1C[C@H]1C[C@@H]21. The result is 0 (unstable in rat liver microsomes). (5) The molecule is CCS(=O)(=O)c1ccn([C@@H](CC2CCOCC2)C(=O)Nc2ccc(C)cn2)c(=O)c1. The result is 0 (unstable in rat liver microsomes). (6) The molecule is O=C(O)CCC(=O)N1CCC(NS(=O)(=O)c2cc(S(=O)(=O)c3ccccc3)ccc2C(F)(F)F)CC1. The result is 0 (unstable in rat liver microsomes).